From a dataset of Reaction yield outcomes from USPTO patents with 853,638 reactions. Predict the reaction yield, written as a fraction of the theoretical maximum amount of product (1.0 means a 100% yield; for example, 0.34 means a 34% yield). (1) The reactants are C([NH:8][C:9]1[N:13]([CH2:14][CH:15]([OH:17])[CH3:16])[N:12]=[C:11]([Br:18])[C:10]=1[N+:19]([O-])=O)C1C=CC=CC=1.[OH-].[Na+].Br. The catalyst is CCO.[Pd]. The product is [BrH:18].[NH2:19][C:10]1[CH:11]=[N:12][N:13]([CH2:14][CH:15]([OH:17])[CH3:16])[C:9]=1[NH2:8]. The yield is 0.420. (2) The reactants are [C:1]1([CH2:7][CH2:8][CH2:9][S:10][C:11]2[N:16]=[C:15]([C:17]3[S:18][C:19]4[CH:27]=[CH:26][CH:25]=[CH:24][C:20]=4[C:21](=[O:23])[N:22]=3)[CH:14]=[CH:13][CH:12]=2)[CH:6]=[CH:5][CH:4]=[CH:3][CH:2]=1.ClC1C=CC=C(C(OO)=[O:36])C=1. The catalyst is C(Cl)(Cl)Cl. The product is [C:1]1([CH2:7][CH2:8][CH2:9][S:10]([C:11]2[N:16]=[C:15]([C:17]3[S:18][C:19]4[CH:27]=[CH:26][CH:25]=[CH:24][C:20]=4[C:21](=[O:23])[N:22]=3)[CH:14]=[CH:13][CH:12]=2)=[O:36])[CH:6]=[CH:5][CH:4]=[CH:3][CH:2]=1. The yield is 0.310.